From a dataset of NCI-60 drug combinations with 297,098 pairs across 59 cell lines. Regression. Given two drug SMILES strings and cell line genomic features, predict the synergy score measuring deviation from expected non-interaction effect. (1) Drug 1: CN(CC1=CN=C2C(=N1)C(=NC(=N2)N)N)C3=CC=C(C=C3)C(=O)NC(CCC(=O)O)C(=O)O. Drug 2: CCC1(C2=C(COC1=O)C(=O)N3CC4=CC5=C(C=CC(=C5CN(C)C)O)N=C4C3=C2)O.Cl. Cell line: CAKI-1. Synergy scores: CSS=40.3, Synergy_ZIP=-3.39, Synergy_Bliss=-4.89, Synergy_Loewe=-8.09, Synergy_HSA=-4.87. (2) Drug 1: CC1=C(C=C(C=C1)NC2=NC=CC(=N2)N(C)C3=CC4=NN(C(=C4C=C3)C)C)S(=O)(=O)N.Cl. Drug 2: CC(C)(C#N)C1=CC(=CC(=C1)CN2C=NC=N2)C(C)(C)C#N. Cell line: NCI/ADR-RES. Synergy scores: CSS=0.0665, Synergy_ZIP=0.581, Synergy_Bliss=-1.68, Synergy_Loewe=-1.29, Synergy_HSA=-2.94. (3) Drug 1: C#CCC(CC1=CN=C2C(=N1)C(=NC(=N2)N)N)C3=CC=C(C=C3)C(=O)NC(CCC(=O)O)C(=O)O. Drug 2: COC1=C2C(=CC3=C1OC=C3)C=CC(=O)O2. Cell line: OVCAR-4. Synergy scores: CSS=-0.707, Synergy_ZIP=0.738, Synergy_Bliss=-1.19, Synergy_Loewe=-3.19, Synergy_HSA=-3.53. (4) Drug 1: CN(C)C1=NC(=NC(=N1)N(C)C)N(C)C. Drug 2: CN1C2=C(C=C(C=C2)N(CCCl)CCCl)N=C1CCCC(=O)O.Cl. Cell line: DU-145. Synergy scores: CSS=-8.60, Synergy_ZIP=2.74, Synergy_Bliss=0.255, Synergy_Loewe=-4.62, Synergy_HSA=-4.06. (5) Drug 1: C1=NC2=C(N1)C(=S)N=C(N2)N. Drug 2: CC1C(C(CC(O1)OC2CC(CC3=C2C(=C4C(=C3O)C(=O)C5=CC=CC=C5C4=O)O)(C(=O)C)O)N)O. Cell line: UACC62. Synergy scores: CSS=78.1, Synergy_ZIP=-5.70, Synergy_Bliss=-7.05, Synergy_Loewe=-5.45, Synergy_HSA=-3.80. (6) Drug 2: C(=O)(N)NO. Synergy scores: CSS=16.9, Synergy_ZIP=-3.85, Synergy_Bliss=-8.28, Synergy_Loewe=-36.1, Synergy_HSA=-6.72. Drug 1: COC1=CC(=CC(=C1O)OC)C2C3C(COC3=O)C(C4=CC5=C(C=C24)OCO5)OC6C(C(C7C(O6)COC(O7)C8=CC=CS8)O)O. Cell line: KM12. (7) Drug 1: CC1=CC2C(CCC3(C2CCC3(C(=O)C)OC(=O)C)C)C4(C1=CC(=O)CC4)C. Drug 2: C(CC(=O)O)C(=O)CN.Cl. Cell line: SNB-19. Synergy scores: CSS=2.29, Synergy_ZIP=1.51, Synergy_Bliss=-1.26, Synergy_Loewe=-9.77, Synergy_HSA=-9.14. (8) Drug 1: CS(=O)(=O)C1=CC(=C(C=C1)C(=O)NC2=CC(=C(C=C2)Cl)C3=CC=CC=N3)Cl. Drug 2: CCCCC(=O)OCC(=O)C1(CC(C2=C(C1)C(=C3C(=C2O)C(=O)C4=C(C3=O)C=CC=C4OC)O)OC5CC(C(C(O5)C)O)NC(=O)C(F)(F)F)O. Cell line: A549. Synergy scores: CSS=12.0, Synergy_ZIP=-1.44, Synergy_Bliss=4.11, Synergy_Loewe=3.82, Synergy_HSA=3.62.